Dataset: Forward reaction prediction with 1.9M reactions from USPTO patents (1976-2016). Task: Predict the product of the given reaction. Given the reactants [C:1]1([S:7]([N:10]([C:20]2[O:24][N:23]=[C:22]([C:25]([CH3:28])([CH3:27])[CH3:26])[C:21]=2[Br:29])S(C2C=CC=CC=2)(=O)=O)(=[O:9])=[O:8])[CH:6]=[CH:5][CH:4]=[CH:3][CH:2]=1.[OH-].[Na+], predict the reaction product. The product is: [Br:29][C:21]1[C:22]([C:25]([CH3:28])([CH3:27])[CH3:26])=[N:23][O:24][C:20]=1[NH:10][S:7]([C:1]1[CH:6]=[CH:5][CH:4]=[CH:3][CH:2]=1)(=[O:9])=[O:8].